This data is from Forward reaction prediction with 1.9M reactions from USPTO patents (1976-2016). The task is: Predict the product of the given reaction. (1) Given the reactants [Cl:1][C:2]1[CH:7]=[CH:6][C:5]([CH:8]([CH2:13][C:14]2[CH:19]=[CH:18][C:17]([Cl:20])=[CH:16][CH:15]=2)[C:9]([CH3:12])(O)[CH3:10])=[CH:4][CH:3]=1.[Cl:21][CH2:22][C:23]#[N:24].S(=O)(=O)(O)[OH:26], predict the reaction product. The product is: [Cl:1][C:2]1[CH:7]=[CH:6][C:5]([CH:8]([CH2:13][C:14]2[CH:19]=[CH:18][C:17]([Cl:20])=[CH:16][CH:15]=2)[C:9]([NH:24][C:23](=[O:26])[CH2:22][Cl:21])([CH3:12])[CH3:10])=[CH:4][CH:3]=1. (2) Given the reactants [CH3:1][N:2]1[C:7]([CH3:8])=[CH:6][C:5]([OH:9])=[C:4]([C:10]([O:12]CC)=O)[C:3]1=[O:15].[NH2:16][C:17]1[CH:22]=[CH:21][C:20]([CH3:23])=[CH:19][N:18]=1.BrC1C=CC=CC=1.COC(C)(C)C, predict the reaction product. The product is: [CH3:23][C:20]1[CH:21]=[CH:22][C:17]([NH:16][C:10]([C:4]2[C:3](=[O:15])[N:2]([CH3:1])[C:7]([CH3:8])=[CH:6][C:5]=2[OH:9])=[O:12])=[N:18][CH:19]=1.